From a dataset of Forward reaction prediction with 1.9M reactions from USPTO patents (1976-2016). Predict the product of the given reaction. (1) Given the reactants [Cl:1][C:2]1[CH:9]=[CH:8][C:5]([C:6]#[N:7])=[C:4]([C:10]2[C:15]([CH:16]([F:18])[F:17])=[CH:14][NH:13][C:12](=[O:19])[CH:11]=2)[CH:3]=1.Br[CH:21]([CH3:25])[C:22]([OH:24])=[O:23], predict the reaction product. The product is: [Cl:1][C:2]1[CH:9]=[CH:8][C:5]([C:6]#[N:7])=[C:4]([C:10]2[C:15]([CH:16]([F:17])[F:18])=[CH:14][N:13]([CH:21]([CH3:25])[C:22]([OH:24])=[O:23])[C:12](=[O:19])[CH:11]=2)[CH:3]=1. (2) Given the reactants FC1C=CC([NH:8][C:9]2[C:14]([C:15]([F:18])([F:17])[F:16])=[CH:13][N:12]=[C:11]([NH:19][C:20]3[CH:34]=[CH:33][C:23]([CH2:24][P:25](=[O:32])([O:29][CH2:30][CH3:31])[O:26][CH2:27][CH3:28])=[CH:22][C:21]=3[O:35][CH3:36])[N:10]=2)=C(C(=O)NC)C=1.ClC1C(C(F)(F)F)=CN=C(NC2C=CC(CP(=O)(OCC)OCC)=CC=2OC)N=1.N[C:71]1[C:80]([F:81])=[CH:79][CH:78]=[CH:77][C:72]=1[C:73]([NH:75][CH3:76])=[O:74], predict the reaction product. The product is: [F:81][C:80]1[CH:79]=[CH:78][CH:77]=[C:72]([C:73](=[O:74])[NH:75][CH3:76])[C:71]=1[NH:8][C:9]1[C:14]([C:15]([F:18])([F:17])[F:16])=[CH:13][N:12]=[C:11]([NH:19][C:20]2[CH:34]=[CH:33][C:23]([CH2:24][P:25](=[O:32])([O:29][CH2:30][CH3:31])[O:26][CH2:27][CH3:28])=[CH:22][C:21]=2[O:35][CH3:36])[N:10]=1. (3) Given the reactants [F:1][C:2]1[CH:7]=[CH:6][CH:5]=[C:4]([F:8])[C:3]=1[N:9]1[C:14]2[N:15]=[C:16](S(C)=O)[N:17]=[C:18]([C:19]3[CH:20]=[C:21]([CH:32]=[CH:33][C:34]=3[CH3:35])[C:22]([NH:24][C:25]3[CH:30]=[CH:29][C:28]([F:31])=[CH:27][CH:26]=3)=[O:23])[C:13]=2[CH:12]=[CH:11][C:10]1=[O:39].[CH3:40][N:41]([CH3:47])[CH2:42][CH2:43][CH2:44][NH:45][CH3:46], predict the reaction product. The product is: [F:1][C:2]1[CH:7]=[CH:6][CH:5]=[C:4]([F:8])[C:3]=1[N:9]1[C:14]2[N:15]=[C:16]([N:45]([CH2:44][CH2:43][CH2:42][N:41]([CH3:47])[CH3:40])[CH3:46])[N:17]=[C:18]([C:19]3[CH:20]=[C:21]([CH:32]=[CH:33][C:34]=3[CH3:35])[C:22]([NH:24][C:25]3[CH:30]=[CH:29][C:28]([F:31])=[CH:27][CH:26]=3)=[O:23])[C:13]=2[CH:12]=[CH:11][C:10]1=[O:39]. (4) Given the reactants [C:1]([O:5][C:6]([N:8]1[CH2:12][C@@H:11]([CH2:13][N:14]([CH:31]([CH3:33])[CH3:32])[C:15](=[O:30])[C:16]2[CH:21]=[CH:20][C:19](OC)=[C:18](OCCCOC)[CH:17]=2)[C@H:10]([C:34](C)(C)[O:35][SiH2]C(C)(C)C)[CH2:9]1)=[O:7])([CH3:4])([CH3:3])[CH3:2].O.[F-].C([N+:47]([CH2:52][CH3:53])([CH2:50][CH3:51])CC)C.O.C[CH2:56][O:57][C:58](C)=O.[CH3:61]C#N, predict the reaction product. The product is: [C:1]([O:5][C:6]([N:8]1[CH2:12][C@@H:11]([CH2:13][N:14]([CH:31]([CH3:33])[CH3:32])[C:15]([C:16]2[CH:17]=[C:18]3[C:19]([C:53]([CH3:61])=[CH:52][N:47]3[CH2:50][CH2:51][CH2:56][O:57][CH3:58])=[CH:20][CH:21]=2)=[O:30])[C@H:10]([CH2:34][OH:35])[CH2:9]1)=[O:7])([CH3:2])([CH3:3])[CH3:4].